This data is from Forward reaction prediction with 1.9M reactions from USPTO patents (1976-2016). The task is: Predict the product of the given reaction. (1) Given the reactants [CH3:1][O:2][C:3](=[O:20])[CH2:4][CH2:5][CH2:6][CH2:7][C:8]1[O:9][CH:10]=[C:11]([C:13]2[CH:18]=[CH:17][CH:16]=[CH:15][C:14]=2[NH2:19])[N:12]=1.N1C=CC=CC=1.[CH3:27][S:28](Cl)(=[O:30])=[O:29], predict the reaction product. The product is: [CH3:1][O:2][C:3](=[O:20])[CH2:4][CH2:5][CH2:6][CH2:7][C:8]1[O:9][CH:10]=[C:11]([C:13]2[CH:18]=[CH:17][CH:16]=[CH:15][C:14]=2[NH:19][S:28]([CH3:27])(=[O:30])=[O:29])[N:12]=1. (2) The product is: [F:18][CH:19]([F:29])[C:20]1[CH:27]=[CH:26][C:23]([C:24]#[N:25])=[CH:22][C:21]=1[O:17][C:14]1[CH:13]=[CH:12][C:11]([O:10][CH2:9][CH2:8][O:7][CH:4]2[CH2:5][CH2:6][O:1][CH2:2][CH2:3]2)=[CH:16][CH:15]=1. Given the reactants [O:1]1[CH2:6][CH2:5][CH:4]([O:7][CH2:8][CH2:9][O:10][C:11]2[CH:16]=[CH:15][C:14]([OH:17])=[CH:13][CH:12]=2)[CH2:3][CH2:2]1.[F:18][CH:19]([F:29])[C:20]1[CH:27]=[CH:26][C:23]([C:24]#[N:25])=[CH:22][C:21]=1F, predict the reaction product. (3) Given the reactants FC(F)(F)C(O)=O.C(OC(=O)[NH:17][C@H:18]1[CH2:22][C@@H:21]([N:23]2[CH:31]=[N:30][C:29]3[C:24]2=[N:25][C:26]([N:47]2[CH2:51][CH2:50][C@@H:49]([NH:52][C:53]([NH:55][C:56]4[CH:57]=[N:58][CH:59]=[CH:60][CH:61]=4)=[O:54])[CH2:48]2)=[N:27][C:28]=3[NH:32][CH2:33][CH:34]([C:41]2[CH:46]=[CH:45][CH:44]=[CH:43][CH:42]=2)[C:35]2[CH:40]=[CH:39][CH:38]=[CH:37][CH:36]=2)[C@H:20]([OH:62])[C@@H:19]1[OH:63])C1C=CC=CC=1, predict the reaction product. The product is: [NH2:17][C@H:18]1[CH2:22][C@@H:21]([N:23]2[CH:31]=[N:30][C:29]3[C:24]2=[N:25][C:26]([N:47]2[CH2:51][CH2:50][C@@H:49]([NH:52][C:53]([NH:55][C:56]4[CH:57]=[N:58][CH:59]=[CH:60][CH:61]=4)=[O:54])[CH2:48]2)=[N:27][C:28]=3[NH:32][CH2:33][CH:34]([C:35]2[CH:36]=[CH:37][CH:38]=[CH:39][CH:40]=2)[C:41]2[CH:46]=[CH:45][CH:44]=[CH:43][CH:42]=2)[C@H:20]([OH:62])[C@@H:19]1[OH:63].